From a dataset of NCI-60 drug combinations with 297,098 pairs across 59 cell lines. Regression. Given two drug SMILES strings and cell line genomic features, predict the synergy score measuring deviation from expected non-interaction effect. (1) Drug 1: COC1=CC(=CC(=C1O)OC)C2C3C(COC3=O)C(C4=CC5=C(C=C24)OCO5)OC6C(C(C7C(O6)COC(O7)C8=CC=CS8)O)O. Cell line: SK-MEL-28. Synergy scores: CSS=29.0, Synergy_ZIP=3.70, Synergy_Bliss=6.87, Synergy_Loewe=-0.221, Synergy_HSA=7.64. Drug 2: CCN(CC)CCCC(C)NC1=C2C=C(C=CC2=NC3=C1C=CC(=C3)Cl)OC. (2) Cell line: OVCAR-5. Drug 2: CNC(=O)C1=NC=CC(=C1)OC2=CC=C(C=C2)NC(=O)NC3=CC(=C(C=C3)Cl)C(F)(F)F. Drug 1: C1=CC(=CC=C1CCC2=CNC3=C2C(=O)NC(=N3)N)C(=O)NC(CCC(=O)O)C(=O)O. Synergy scores: CSS=36.3, Synergy_ZIP=-5.12, Synergy_Bliss=-2.00, Synergy_Loewe=-2.84, Synergy_HSA=-2.46. (3) Drug 1: C1CC(=O)NC(=O)C1N2C(=O)C3=CC=CC=C3C2=O. Drug 2: CC(C)NC(=O)C1=CC=C(C=C1)CNNC.Cl. Cell line: OVCAR-8. Synergy scores: CSS=1.53, Synergy_ZIP=0.0829, Synergy_Bliss=0.456, Synergy_Loewe=-1.68, Synergy_HSA=-1.07. (4) Drug 1: C1CCC(C1)C(CC#N)N2C=C(C=N2)C3=C4C=CNC4=NC=N3. Drug 2: CC(CN1CC(=O)NC(=O)C1)N2CC(=O)NC(=O)C2. Cell line: MDA-MB-435. Synergy scores: CSS=9.96, Synergy_ZIP=0.153, Synergy_Bliss=3.96, Synergy_Loewe=-2.32, Synergy_HSA=-1.86. (5) Drug 1: CN(CCCl)CCCl.Cl. Drug 2: COCCOC1=C(C=C2C(=C1)C(=NC=N2)NC3=CC=CC(=C3)C#C)OCCOC.Cl. Cell line: SR. Synergy scores: CSS=63.8, Synergy_ZIP=-0.399, Synergy_Bliss=0.852, Synergy_Loewe=-19.1, Synergy_HSA=0.954.